Predict the product of the given reaction. From a dataset of Forward reaction prediction with 1.9M reactions from USPTO patents (1976-2016). Given the reactants [NH2:1][C:2]([C:5]1[CH:10]=[CH:9][C:8]([C:11]2[C:16]([C:17]#[N:18])=[CH:15][N:14]=[C:13]([NH:19][C:20]3[CH:25]=[CH:24][C:23]([F:26])=[CH:22][CH:21]=3)[N:12]=2)=[CH:7][CH:6]=1)([CH3:4])[CH3:3].N1C=CC=CC=1.[C:33](OC(=O)C)(=[O:35])[CH3:34], predict the reaction product. The product is: [C:33]([NH:1][C:2]([C:5]1[CH:10]=[CH:9][C:8]([C:11]2[C:16]([C:17]#[N:18])=[CH:15][N:14]=[C:13]([NH:19][C:20]3[CH:21]=[CH:22][C:23]([F:26])=[CH:24][CH:25]=3)[N:12]=2)=[CH:7][CH:6]=1)([CH3:4])[CH3:3])(=[O:35])[CH3:34].